Dataset: NCI-60 drug combinations with 297,098 pairs across 59 cell lines. Task: Regression. Given two drug SMILES strings and cell line genomic features, predict the synergy score measuring deviation from expected non-interaction effect. (1) Drug 1: CC1=C2C(C(=O)C3(C(CC4C(C3C(C(C2(C)C)(CC1OC(=O)C(C(C5=CC=CC=C5)NC(=O)OC(C)(C)C)O)O)OC(=O)C6=CC=CC=C6)(CO4)OC(=O)C)OC)C)OC. Drug 2: CC1=C(C(=CC=C1)Cl)NC(=O)C2=CN=C(S2)NC3=CC(=NC(=N3)C)N4CCN(CC4)CCO. Cell line: PC-3. Synergy scores: CSS=42.7, Synergy_ZIP=0.515, Synergy_Bliss=0.463, Synergy_Loewe=2.48, Synergy_HSA=4.42. (2) Cell line: SR. Synergy scores: CSS=48.3, Synergy_ZIP=0.566, Synergy_Bliss=-0.471, Synergy_Loewe=-2.12, Synergy_HSA=-3.25. Drug 1: C1CCC(C1)C(CC#N)N2C=C(C=N2)C3=C4C=CNC4=NC=N3. Drug 2: CN1CCC(CC1)COC2=C(C=C3C(=C2)N=CN=C3NC4=C(C=C(C=C4)Br)F)OC. (3) Drug 1: C1=CC(=CC=C1CCCC(=O)O)N(CCCl)CCCl. Drug 2: C1=NC2=C(N1)C(=S)N=C(N2)N. Cell line: COLO 205. Synergy scores: CSS=59.2, Synergy_ZIP=-7.46, Synergy_Bliss=-9.44, Synergy_Loewe=-6.67, Synergy_HSA=-4.21.